Dataset: Forward reaction prediction with 1.9M reactions from USPTO patents (1976-2016). Task: Predict the product of the given reaction. (1) Given the reactants [NH2:1][C:2]1[CH:11]=[CH:10][C:5]([C:6]([O:8][CH3:9])=[O:7])=[CH:4][C:3]=1[C:12]([F:15])([F:14])[F:13].[N:16]([O-])=O.[Na+].O.O.[Sn](Cl)[Cl:23], predict the reaction product. The product is: [ClH:23].[NH:1]([C:2]1[CH:11]=[CH:10][C:5]([C:6]([O:8][CH3:9])=[O:7])=[CH:4][C:3]=1[C:12]([F:13])([F:14])[F:15])[NH2:16]. (2) Given the reactants [NH:1]1[C:9]2[C:4](=[C:5]([CH:10]([C:16]3[CH:21]=[CH:20][CH:19]=[CH:18][CH:17]=3)[CH2:11][C:12]([NH:14][CH3:15])=O)[CH:6]=[CH:7][CH:8]=2)[CH:3]=[N:2]1.N1C2C(=CC=CC=2C(C2C=CC=CC=2)CCNC)C=C1, predict the reaction product. The product is: [NH:1]1[C:9]2[C:4](=[C:5]([CH:10]([C:16]3[CH:17]=[CH:18][CH:19]=[CH:20][CH:21]=3)[CH2:11][CH2:12][NH:14][CH3:15])[CH:6]=[CH:7][CH:8]=2)[CH:3]=[N:2]1.